Dataset: Reaction yield outcomes from USPTO patents with 853,638 reactions. Task: Predict the reaction yield, written as a fraction of the theoretical maximum amount of product (1.0 means a 100% yield; for example, 0.34 means a 34% yield). (1) The reactants are C[N:2]1[CH2:7][CH2:6][N:5]([C:8]2[CH:9]=[CH:10][CH:11]=[C:12]3[C:17]=2[N:16]=[CH:15][C:14]([S:18]([C:21]2[CH:26]=[CH:25][CH:24]=[CH:23][CH:22]=2)(=[O:20])=[O:19])=[CH:13]3)[CH2:4][CH2:3]1.[Cl:27]C(OC(Cl)C)=O.C(N(CC)C(C)C)(C)C. The catalyst is ClCCCl. The product is [ClH:27].[C:21]1([S:18]([C:14]2[CH:15]=[N:16][C:17]3[C:12]([CH:13]=2)=[CH:11][CH:10]=[CH:9][C:8]=3[N:5]2[CH2:6][CH2:7][NH:2][CH2:3][CH2:4]2)(=[O:20])=[O:19])[CH:22]=[CH:23][CH:24]=[CH:25][CH:26]=1. The yield is 0.510. (2) The reactants are [C:1]([NH:20][C:21]([NH:23]C(=O)C1C=CC=CC=1)=[S:22])([C:14]1[CH:19]=[CH:18][CH:17]=[CH:16][CH:15]=1)([C:8]1[CH:13]=[CH:12][CH:11]=[CH:10][CH:9]=1)[C:2]1[CH:7]=[CH:6][CH:5]=[CH:4][CH:3]=1.[OH-].[Na+]. The yield is 0.990. The product is [C:1]([NH:20][C:21]([NH2:23])=[S:22])([C:8]1[CH:9]=[CH:10][CH:11]=[CH:12][CH:13]=1)([C:14]1[CH:19]=[CH:18][CH:17]=[CH:16][CH:15]=1)[C:2]1[CH:3]=[CH:4][CH:5]=[CH:6][CH:7]=1. The catalyst is CO.O. (3) The reactants are [CH2:1]([N:3]([CH3:25])[C:4]1[N:24]=[C:7]2[CH:8]=[C:9]([NH:12][C:13]([C:15]3[N:19]([CH3:20])[N:18]=[CH:17][C:16]=3[C:21]([OH:23])=O)=[O:14])[CH:10]=[CH:11][N:6]2[N:5]=1)[CH3:2].[NH:26]1[CH2:29][CH2:28][CH2:27]1.CCCP(=O)=O.C(N(CC)C(C)C)(C)C. The catalyst is O1CCCC1. The product is [CH2:1]([N:3]([CH3:25])[C:4]1[N:24]=[C:7]2[CH:8]=[C:9]([NH:12][C:13]([C:15]3[N:19]([CH3:20])[N:18]=[CH:17][C:16]=3[C:21]([N:26]3[CH2:29][CH2:28][CH2:27]3)=[O:23])=[O:14])[CH:10]=[CH:11][N:6]2[N:5]=1)[CH3:2]. The yield is 0.941. (4) The reactants are [CH2:1]([C:3]1[N:8]([C:9]2[CH:14]=[CH:13][C:12]([O:15][CH:16]3[CH2:21][CH2:20][CH:19]([OH:22])[CH2:18][CH2:17]3)=[CH:11][CH:10]=2)[C:7](=[O:23])[C:6]([CH2:24][C:25]2[CH:30]=[CH:29][C:28]([C:31]3[CH:36]=[CH:35][CH:34]=[CH:33][C:32]=3[C:37]3[NH:41][C:40](=[O:42])[O:39][N:38]=3)=[CH:27][CH:26]=2)=[C:5]([CH2:43][CH2:44][CH3:45])[N:4]=1)[CH3:2].CC(OI1(OC(C)=O)(OC(C)=O)OC(=O)C2C1=CC=CC=2)=O. The catalyst is ClCCl.C(OCC)(=O)C. The product is [CH2:1]([C:3]1[N:8]([C:9]2[CH:10]=[CH:11][C:12]([O:15][CH:16]3[CH2:17][CH2:18][C:19](=[O:22])[CH2:20][CH2:21]3)=[CH:13][CH:14]=2)[C:7](=[O:23])[C:6]([CH2:24][C:25]2[CH:30]=[CH:29][C:28]([C:31]3[CH:36]=[CH:35][CH:34]=[CH:33][C:32]=3[C:37]3[NH:41][C:40](=[O:42])[O:39][N:38]=3)=[CH:27][CH:26]=2)=[C:5]([CH2:43][CH2:44][CH3:45])[N:4]=1)[CH3:2]. The yield is 0.800. (5) The reactants are [NH2:1][C:2]1[C:3]([C:9]#[N:10])=[N:4][C:5]([Br:8])=[CH:6][N:7]=1.Cl.[NH2:12][OH:13].C(N(CC)CC)C. The catalyst is CO. The product is [NH2:1][C:2]1[C:3]([C:9](=[N:12][OH:13])[NH2:10])=[N:4][C:5]([Br:8])=[CH:6][N:7]=1. The yield is 0.780. (6) The reactants are Br[C:2]1[N:3]=[CH:4][C:5]2[N:6]([C:8]([C:11]3[CH:18]=[CH:17][C:14]([C:15]#[N:16])=[CH:13][CH:12]=3)=[CH:9][N:10]=2)[CH:7]=1.[CH2:19]([O:21][C:22]([C:24]1[CH:29]=[CH:28][C:27](B(O)O)=[CH:26][CH:25]=1)=[O:23])[CH3:20].C([O-])([O-])=O.[Na+].[Na+]. The catalyst is CN(C=O)C.O.C1C=CC([P]([Pd]([P](C2C=CC=CC=2)(C2C=CC=CC=2)C2C=CC=CC=2)([P](C2C=CC=CC=2)(C2C=CC=CC=2)C2C=CC=CC=2)[P](C2C=CC=CC=2)(C2C=CC=CC=2)C2C=CC=CC=2)(C2C=CC=CC=2)C2C=CC=CC=2)=CC=1. The product is [C:15]([C:14]1[CH:17]=[CH:18][C:11]([C:8]2[N:6]3[CH:7]=[C:2]([C:27]4[CH:28]=[CH:29][C:24]([C:22]([O:21][CH2:19][CH3:20])=[O:23])=[CH:25][CH:26]=4)[N:3]=[CH:4][C:5]3=[N:10][CH:9]=2)=[CH:12][CH:13]=1)#[N:16]. The yield is 0.460. (7) The reactants are FC(F)(F)C(O)=O.C([O:15][C:16]1[CH:35]=[CH:34][C:19]([CH2:20][NH:21][C:22]([C:24]2[CH:25]=[C:26]3[C:31](=[CH:32][CH:33]=2)[N:30]=[CH:29][CH:28]=[CH:27]3)=[O:23])=[CH:18][CH:17]=1)C1C=CC=CC=1.C(=O)(O)[O-].[Na+]. The catalyst is C1(SC)C=CC=CC=1. The product is [OH:15][C:16]1[CH:17]=[CH:18][C:19]([CH2:20][NH:21][C:22]([C:24]2[CH:25]=[C:26]3[C:31](=[CH:32][CH:33]=2)[N:30]=[CH:29][CH:28]=[CH:27]3)=[O:23])=[CH:34][CH:35]=1. The yield is 0.220. (8) The reactants are [S:1]1[CH:5]=[CH:4][C:3]([CH2:6][C:7]([O:9]CC)=[O:8])=[C:2]1[C:12]1[S:13][CH:14]=[CH:15][CH:16]=1.[OH-].[Na+]. The catalyst is CO. The product is [S:1]1[CH:5]=[CH:4][C:3]([CH2:6][C:7]([OH:9])=[O:8])=[C:2]1[C:12]1[S:13][CH:14]=[CH:15][CH:16]=1. The yield is 0.960. (9) The reactants are [O:1]=[C:2]([NH:8][C:9]1[CH:18]=[CH:17][C:16]2[C:11](=[CH:12][CH:13]=[CH:14][CH:15]=2)[N:10]=1)[C:3]([O:5]CC)=O.[NH2:19][CH2:20][CH2:21][O:22][CH:23]1[CH2:28][CH2:27][CH:26]([NH:29][C:30]2[CH:35]=[CH:34][C:33]([N+:36]([O-:38])=[O:37])=[C:32]([C:39]([F:42])([F:41])[F:40])[CH:31]=2)[CH2:25][CH2:24]1. The catalyst is O1CCCC1. The product is [N+:36]([C:33]1[CH:34]=[CH:35][C:30]([NH:29][CH:26]2[CH2:25][CH2:24][CH:23]([O:22][CH2:21][CH2:20][NH:19][C:3](=[O:5])[C:2]([NH:8][C:9]3[CH:18]=[CH:17][C:16]4[C:11](=[CH:12][CH:13]=[CH:14][CH:15]=4)[N:10]=3)=[O:1])[CH2:28][CH2:27]2)=[CH:31][C:32]=1[C:39]([F:40])([F:41])[F:42])([O-:38])=[O:37]. The yield is 0.460. (10) The reactants are Cl[C:2]1[N:7]=[C:6]([NH:8][CH2:9][CH2:10][CH3:11])[N:5]=[C:4]([NH:12][CH2:13][CH2:14][CH3:15])[N:3]=1.Cl.[CH2:17]([NH:19][O:20][CH:21]([CH3:23])[CH3:22])[CH3:18]. No catalyst specified. The product is [CH2:13]([NH:12][C:4]1[N:5]=[C:6]([NH:8][CH2:9][CH2:10][CH3:11])[N:7]=[C:2]([N:19]([CH2:17][CH3:18])[O:20][CH:21]([CH3:23])[CH3:22])[N:3]=1)[CH2:14][CH3:15]. The yield is 0.880.